The task is: Predict which catalyst facilitates the given reaction.. This data is from Catalyst prediction with 721,799 reactions and 888 catalyst types from USPTO. (1) Reactant: [Br:1][C:2]1[CH:3]=[N:4][C:5](Cl)=[C:6]([CH:10]=1)[C:7]([OH:9])=[O:8].[C:12]1([N:18]2[C:26]3[C:21](=[CH:22][C:23]([NH2:27])=[CH:24][CH:25]=3)[CH:20]=[CH:19]2)[CH:17]=[CH:16][CH:15]=[CH:14][CH:13]=1.C(OCC)(=O)C.C1CCCCC1. Product: [Br:1][C:2]1[CH:3]=[N:4][C:5]([NH:27][C:23]2[CH:22]=[C:21]3[C:26](=[CH:25][CH:24]=2)[N:18]([C:12]2[CH:17]=[CH:16][CH:15]=[CH:14][CH:13]=2)[CH:19]=[CH:20]3)=[C:6]([CH:10]=1)[C:7]([OH:9])=[O:8]. The catalyst class is: 15. (2) Reactant: [CH2:1]([O:4][C:5]1[CH:12]=[CH:11][C:8]([C:9]#[N:10])=[C:7]([C:13]([F:16])([F:15])[F:14])[CH:6]=1)[CH2:2][CH3:3].C[Si](C)(C)[N-:19][Si](C)(C)C.[K+].[ClH:27]. Product: [ClH:27].[CH2:1]([O:4][C:5]1[CH:12]=[CH:11][C:8]([C:9](=[NH:19])[NH2:10])=[C:7]([C:13]([F:14])([F:15])[F:16])[CH:6]=1)[CH2:2][CH3:3]. The catalyst class is: 7. (3) Reactant: [F:1][CH:2]([F:37])[C:3]1[N:7]([C:8]2[CH:13]=[C:12]([N:14]3[CH2:19][CH2:18][O:17][CH2:16][CH2:15]3)[N:11]=[C:10]([NH:20]C[C@H]3CC[C@H](NCCOC)CC3)[CH:9]=2)[C:6]2[CH:33]=[CH:34][CH:35]=[CH:36][C:5]=2[N:4]=1.C(OC1(O[Si](C)(C)C)CC1)C.C([BH-](C#N)C#N)#N.[Na+].C(=O)(O)[O-].[Na+]. Product: [F:37][CH:2]([F:1])[C:3]1[N:7]([C:8]2[CH:13]=[C:12]([N:14]3[CH2:19][CH2:18][O:17][CH2:16][CH2:15]3)[N:11]=[C:10]([NH2:20])[CH:9]=2)[C:6]2[CH:33]=[CH:34][CH:35]=[CH:36][C:5]=2[N:4]=1. The catalyst class is: 130. (4) Reactant: [O:1]1[CH:5]=[CH:4][CH:3]=[C:2]1[C:6]1[N:11]=[C:10]([NH2:12])[C:9]([C:13]#[C:14][C:15]2[CH:20]=[CH:19][CH:18]=[CH:17][CH:16]=2)=[CH:8][C:7]=1[C:21]1[CH:26]=[CH:25][N:24]=[CH:23][N:22]=1.CC(C)([O-])C.[K+]. Product: [O:1]1[CH:5]=[CH:4][CH:3]=[C:2]1[C:6]1[N:11]=[C:10]2[NH:12][C:14]([C:15]3[CH:20]=[CH:19][CH:18]=[CH:17][CH:16]=3)=[CH:13][C:9]2=[CH:8][C:7]=1[C:21]1[CH:26]=[CH:25][N:24]=[CH:23][N:22]=1. The catalyst class is: 264. (5) Reactant: [NH2:1][C:2]1[CH:11]=[C:10]2[C:5]([CH:6]=[C:7]([C:13]3[CH:18]=[CH:17][CH:16]=[CH:15][C:14]=3[C:19]([F:22])([F:21])[F:20])[NH:8][C:9]2=[O:12])=[CH:4][CH:3]=1.[CH2:23]1OC(O)C[O:25][CH:24]1O.C([BH3-])#N.[Na+].C(=O)(O)[O-].[Na+]. Product: [OH:25][CH2:24][CH2:23][NH:1][C:2]1[CH:11]=[C:10]2[C:5]([CH:6]=[C:7]([C:13]3[CH:18]=[CH:17][CH:16]=[CH:15][C:14]=3[C:19]([F:22])([F:20])[F:21])[NH:8][C:9]2=[O:12])=[CH:4][CH:3]=1. The catalyst class is: 130.